This data is from Full USPTO retrosynthesis dataset with 1.9M reactions from patents (1976-2016). The task is: Predict the reactants needed to synthesize the given product. (1) Given the product [CH2:10]([C@H:17]1[CH2:18][N:19]([C:23]2[CH:28]=[CH:27][C:26]([O:29][CH3:30])=[C:25]([O:31][CH:32]([CH3:34])[CH3:33])[CH:24]=2)[CH2:20][CH2:21][N:22]1[C:7](=[O:9])[CH2:6][C:5]1[N:4]=[N:3][NH:2][N:1]=1)[C:11]1[CH:12]=[CH:13][CH:14]=[CH:15][CH:16]=1, predict the reactants needed to synthesize it. The reactants are: [N:1]1[NH:2][N:3]=[N:4][C:5]=1[CH2:6][C:7]([OH:9])=O.[CH2:10]([C@@H:17]1[NH:22][CH2:21][CH2:20][N:19]([C:23]2[CH:28]=[CH:27][C:26]([O:29][CH3:30])=[C:25]([O:31][CH:32]([CH3:34])[CH3:33])[CH:24]=2)[CH2:18]1)[C:11]1[CH:16]=[CH:15][CH:14]=[CH:13][CH:12]=1. (2) Given the product [NH2:11][C@H:12]([C:17]([OH:19])=[O:18])[CH2:13][CH:14]([CH3:16])[CH3:15].[NH2:1][C@H:2]([C:8]([OH:10])=[O:9])[CH2:3][CH2:4][CH2:5][CH2:6][NH2:7], predict the reactants needed to synthesize it. The reactants are: [NH2:1][C@H:2]([C:8]([OH:10])=[O:9])[CH2:3][CH2:4][CH2:5][CH2:6][NH2:7].[NH2:11][C@H:12]([C:17]([OH:19])=[O:18])[CH2:13][CH:14]([CH3:16])[CH3:15]. (3) Given the product [Si:30]([O:8][CH2:7][C@H:6]1[O:5][C@@H:4]([N:9]2[CH:14]=[C:13]3[CH:15]=[C:16]([C:18]4[CH:19]=[CH:20][C:21]([CH2:24][CH2:25][CH2:26][CH2:27][CH3:28])=[CH:22][CH:23]=4)[O:17][C:12]3=[N:11][C:10]2=[O:29])[CH2:3][C@@H:2]1[OH:1])([C:33]([CH3:36])([CH3:35])[CH3:34])([CH3:32])[CH3:31], predict the reactants needed to synthesize it. The reactants are: [OH:1][C@@H:2]1[C@@H:6]([CH2:7][OH:8])[O:5][C@@H:4]([N:9]2[CH:14]=[C:13]3[CH:15]=[C:16]([C:18]4[CH:23]=[CH:22][C:21]([CH2:24][CH2:25][CH2:26][CH2:27][CH3:28])=[CH:20][CH:19]=4)[O:17][C:12]3=[N:11][C:10]2=[O:29])[CH2:3]1.[Si:30](Cl)([C:33]([CH3:36])([CH3:35])[CH3:34])([CH3:32])[CH3:31].N1C=CN=C1. (4) Given the product [CH:1]1([C:6]2([CH2:17][CH2:18][C:19]3[CH:24]=[C:23]([F:25])[C:22]([CH2:26][OH:27])=[CH:21][C:20]=3[O:28][CH3:29])[O:30][C:10](=[O:11])[CH2:9][C:8](=[O:13])[CH2:7]2)[CH2:2][CH2:3][CH2:4][CH2:5]1, predict the reactants needed to synthesize it. The reactants are: [CH:1]1([C:6]([OH:30])([C:17]#[C:18][C:19]2[CH:24]=[C:23]([F:25])[C:22]([CH2:26][OH:27])=[CH:21][C:20]=2[O:28][CH3:29])[CH2:7][C:8]2[O:13]C(C)(C)[O:11][C:10](=O)[CH:9]=2)[CH2:5][CH2:4][CH2:3][CH2:2]1.C1(C(O)(C#CC2C(OC)=CN=C(CC)C=2)CC2OC(C)(C)OC(=O)C=2)CCCC1. (5) Given the product [C:9]([NH:8][C:5]1[CH:4]=[CH:3][C:2]([O:1][C:19](=[O:20])[N:18]([CH3:17])[C:22]2[CH:27]=[CH:26][CH:25]=[CH:24][CH:23]=2)=[N:7][CH:6]=1)(=[O:16])[C:10]1[CH:15]=[CH:14][CH:13]=[CH:12][CH:11]=1, predict the reactants needed to synthesize it. The reactants are: [OH:1][C:2]1[N:7]=[CH:6][C:5]([NH:8][C:9](=[O:16])[C:10]2[CH:15]=[CH:14][CH:13]=[CH:12][CH:11]=2)=[CH:4][CH:3]=1.[CH3:17][N:18]([C:22]1[CH:27]=[CH:26][CH:25]=[CH:24][CH:23]=1)[C:19](Cl)=[O:20].N12CCN(CC1)CC2.O. (6) Given the product [Cl:1][C:2]1[CH:7]=[CH:6][C:5]([CH:8]2[CH2:13][CH2:12][CH2:11][N:10]([C:14]([C:16]3[CH:21]=[CH:20][N:19]=[C:18]([NH:22][CH3:23])[CH:17]=3)=[O:15])[CH2:9]2)=[C:4]([CH3:26])[CH:3]=1, predict the reactants needed to synthesize it. The reactants are: [Cl:1][C:2]1[CH:7]=[CH:6][C:5]([CH:8]2[CH2:13][CH2:12][CH2:11][N:10]([C:14]([C:16]3[CH:21]=[CH:20][N:19]=[C:18]([NH:22][CH3:23])[CH:17]=3)=[O:15])[CH2:9]2)=[CH:4][CH:3]=1.Cl.Cl[C:26]1C=CC(C2CCCNC2)=C(C)C=1.CNC1C=C(C=CN=1)C(O)=O.